This data is from Reaction yield outcomes from USPTO patents with 853,638 reactions. The task is: Predict the reaction yield, written as a fraction of the theoretical maximum amount of product (1.0 means a 100% yield; for example, 0.34 means a 34% yield). (1) The reactants are C[O:2][C:3]1[CH:11]=[CH:10][C:9]2[N:8]3[CH2:12][CH2:13][CH2:14][N:15]=[C:7]3[C:6]3(OCCC[O:16]3)[C:5]=2[CH:4]=1.B(Br)(Br)Br.[NH4+].[OH-]. The catalyst is C(Cl)Cl. The product is [OH:2][C:3]1[CH:11]=[CH:10][C:9]2[N:8]3[CH2:12][CH2:13][CH2:14][N:15]=[C:7]3[C:6](=[O:16])[C:5]=2[CH:4]=1. The yield is 0.330. (2) The reactants are [N:1]([CH2:4][C@@H:5]([NH:13][C:14]([C:16]1[S:32][C:19]2=[N:20][C:21]3[CH2:22][CH2:23][CH:24]([C:28]([CH3:31])([CH3:30])[CH3:29])[CH2:25][C:26]=3[CH:27]=[C:18]2[CH:17]=1)=[O:15])[C:6]1[CH:11]=[CH:10][CH:9]=[C:8](Br)[CH:7]=1)=[N+]=[N-].[N:33]1[C:42]2[C:37](=[CH:38][CH:39]=[CH:40][C:41]=2B(O)O)[CH:36]=[CH:35][CH:34]=1.C1C=CC(P(C2C=CC=CC=2)C2C=CC=CC=2)=CC=1.C([O-])([O-])=O.[Na+].[Na+]. The catalyst is COCCOC.C1C=CC([P]([Pd]([P](C2C=CC=CC=2)(C2C=CC=CC=2)C2C=CC=CC=2)([P](C2C=CC=CC=2)(C2C=CC=CC=2)C2C=CC=CC=2)[P](C2C=CC=CC=2)(C2C=CC=CC=2)C2C=CC=CC=2)(C2C=CC=CC=2)C2C=CC=CC=2)=CC=1. The product is [NH2:1][CH2:4][C@@H:5]([NH:13][C:14]([C:16]1[S:32][C:19]2=[N:20][C:21]3[CH2:22][CH2:23][CH:24]([C:28]([CH3:31])([CH3:30])[CH3:29])[CH2:25][C:26]=3[CH:27]=[C:18]2[CH:17]=1)=[O:15])[C:6]1[CH:11]=[CH:10][CH:9]=[C:8]([C:41]2[CH:40]=[CH:39][CH:38]=[C:37]3[C:42]=2[N:33]=[CH:34][CH:35]=[CH:36]3)[CH:7]=1. The yield is 0.830. (3) The reactants are [O:1]([C:8]1[N:13]=[CH:12][N:11]=[C:10]([NH2:14])[CH:9]=1)[C:2]1[CH:7]=[CH:6][CH:5]=[CH:4][CH:3]=1.[C:15](N1C=CC=CC1=O)(N1C=CC=CC1=O)=[S:16]. The catalyst is C(Cl)Cl. The product is [N:14]([C:10]1[CH:9]=[C:8]([O:1][C:2]2[CH:3]=[CH:4][CH:5]=[CH:6][CH:7]=2)[N:13]=[CH:12][N:11]=1)=[C:15]=[S:16]. The yield is 0.850.